Regression/Classification. Given a drug SMILES string, predict its toxicity properties. Task type varies by dataset: regression for continuous values (e.g., LD50, hERG inhibition percentage) or binary classification for toxic/non-toxic outcomes (e.g., AMES mutagenicity, cardiotoxicity, hepatotoxicity). Dataset: herg_karim. From a dataset of hERG potassium channel inhibition data for cardiac toxicity prediction from Karim et al.. (1) The molecule is O[C@H](COc1ccc(F)cc1)CN1CCN(Cc2ccc(Cl)cc2)CC1. The result is 1 (blocker). (2) The compound is Cc1c(CN2CCN(C(=O)[C@H](C)O)CC2)sc2c(N3CCOCC3)nc(-c3cnc(N)nc3)nc12. The result is 0 (non-blocker). (3) The result is 1 (blocker). The drug is O=C(NS(=O)(=O)c1ccccc1)C1CC2(c3ccc(F)cc3)NC1CCC2NCc1cc(OC(F)(F)F)ccc1OC1CC1. (4) The drug is CCN(CC)C(=O)c1ccc(C(=C2CCN(Cc3ccc(F)cc3)CC2)c2ccc(NC(C)=O)cc2)cc1. The result is 1 (blocker). (5) The molecule is CCN1CCOC(C(=O)N2CCN(C(=O)Nc3ccc(Cl)c(Cl)c3)CC2)C1. The result is 1 (blocker). (6) The drug is O=C(NC1CCc2cc(CCN3CCN(c4nsc5ccccc45)CC3)ccc21)C(F)(F)F. The result is 1 (blocker). (7) The molecule is CNC(=O)c1cc(-c2ccc3c(N4CCOC[C@@H]4C)nc(N4CCOC[C@@H]4C)nc3n2)ccc1OC. The result is 0 (non-blocker).